From a dataset of Full USPTO retrosynthesis dataset with 1.9M reactions from patents (1976-2016). Predict the reactants needed to synthesize the given product. (1) The reactants are: N#N.[NH:3]1[C:7]2[CH:8]=[CH:9][CH:10]=[CH:11][C:6]=2[N:5]=[C:4]1[C@H:12]([NH:22][C:23](=[O:38])[NH:24][C@H:25]1[CH2:30][CH2:29][CH2:28][N:27](C(OC(C)(C)C)=O)[CH2:26]1)[CH2:13][C:14]1[CH:19]=[CH:18][C:17]([O:20][CH3:21])=[CH:16][CH:15]=1.FC(F)(F)S(O[Si](C(C)(C)C)(C)C)(=O)=O. Given the product [NH:3]1[C:7]2[CH:8]=[CH:9][CH:10]=[CH:11][C:6]=2[N:5]=[C:4]1[C@H:12]([NH:22][C:23]([NH:24][C@H:25]1[CH2:30][CH2:29][CH2:28][NH:27][CH2:26]1)=[O:38])[CH2:13][C:14]1[CH:15]=[CH:16][C:17]([O:20][CH3:21])=[CH:18][CH:19]=1, predict the reactants needed to synthesize it. (2) Given the product [C:10]([O:9][C:8](=[O:14])[N:7]([CH2:6][C:5]1[CH:15]=[CH:16][C:2]([Br:1])=[CH:3][C:4]=1[F:17])[CH3:18])([CH3:13])([CH3:12])[CH3:11], predict the reactants needed to synthesize it. The reactants are: [Br:1][C:2]1[CH:16]=[CH:15][C:5]([CH2:6][NH:7][C:8](=[O:14])[O:9][C:10]([CH3:13])([CH3:12])[CH3:11])=[C:4]([F:17])[CH:3]=1.[CH3:18]I.[H-].[Na+]. (3) Given the product [NH2:8][C:7]1[C:2]([OH:1])=[N:3][C:4]([C:19]2[CH:24]=[CH:23][CH:22]=[CH:21][N:20]=2)=[N:5][CH:6]=1, predict the reactants needed to synthesize it. The reactants are: [OH:1][C:2]1[C:7]([NH:8]C(=O)OCC2C=CC=CC=2)=[CH:6][N:5]=[C:4]([C:19]2[CH:24]=[CH:23][CH:22]=[CH:21][N:20]=2)[N:3]=1.[H][H]. (4) Given the product [NH2:11][CH2:12][CH2:13][S:14]([CH2:17][C@H:18]([NH:29][C:30]([NH:32][C@@H:33]1[CH2:48][C:47]2=[CH:46][CH:45]=[C:44]([CH:50]=[CH:49]2)[O:43][CH2:42][CH2:41][CH2:40][CH2:39][O:38][CH2:37][C@H:36]([CH:51]([CH3:52])[CH3:53])[NH:35][C:34]1=[O:54])=[O:31])[C:19]([OH:21])=[O:20])(=[O:16])=[O:15], predict the reactants needed to synthesize it. The reactants are: C(OC([NH:11][CH2:12][CH2:13][S:14]([CH2:17][C@H:18]([NH:29][C:30]([NH:32][C@@H:33]1[CH2:48][C:47]2=[CH:49][CH:50]=[C:44]([CH:45]=[CH:46]2)[O:43][CH2:42][CH2:41][CH2:40][CH2:39][O:38][CH2:37][C@H:36]([CH:51]([CH3:53])[CH3:52])[NH:35][C:34]1=[O:54])=[O:31])[C:19]([O:21]CC1C=CC=CC=1)=[O:20])(=[O:16])=[O:15])=O)C1C=CC=CC=1. (5) Given the product [CH3:10][NH:11][C:12]1[CH:20]=[CH:19][C:15]([C:16]2[N:2]([CH3:1])[C:3]3[CH:8]=[CH:7][CH:6]=[CH:5][C:4]=3[N:9]=2)=[CH:14][CH:13]=1, predict the reactants needed to synthesize it. The reactants are: [CH3:1][NH:2][C:3]1[CH:8]=[CH:7][CH:6]=[CH:5][C:4]=1[NH2:9].[CH3:10][NH:11][C:12]1[CH:20]=[CH:19][C:15]([C:16](O)=O)=[CH:14][CH:13]=1.[OH-].[Na+]. (6) Given the product [Br:1][C:2]1[CH:7]=[CH:6][C:5]([O:8][CH:9]=[CH2:10])=[CH:4][CH:3]=1, predict the reactants needed to synthesize it. The reactants are: [Br:1][C:2]1[CH:7]=[CH:6][C:5]([O:8][CH2:9][CH2:10]Br)=[CH:4][CH:3]=1.CC([O-])(C)C.[K+]. (7) Given the product [C:1]([N:4]1[CH2:9][CH2:8][N:7]([C:10]2[CH:11]=[CH:12][C:13]([NH:16][C:17](=[O:27])[CH2:18][C:19]3[CH:24]=[C:23]([Cl:25])[C:22]([C:33]4[CH:32]=[CH:31][N:30]=[C:29]([CH3:28])[CH:34]=4)=[N:21][CH:20]=3)=[N:14][CH:15]=2)[CH2:6][CH2:5]1)(=[O:3])[CH3:2], predict the reactants needed to synthesize it. The reactants are: [C:1]([N:4]1[CH2:9][CH2:8][N:7]([C:10]2[CH:11]=[CH:12][C:13]([NH:16][C:17](=[O:27])[CH2:18][C:19]3[CH:20]=[N:21][C:22](Cl)=[C:23]([Cl:25])[CH:24]=3)=[N:14][CH:15]=2)[CH2:6][CH2:5]1)(=[O:3])[CH3:2].[CH3:28][C:29]1[CH:34]=[C:33](B2OC(C)(C)C(C)(C)O2)[CH:32]=[CH:31][N:30]=1.C([O-])([O-])=O.[Na+].[Na+].COCCOC. (8) Given the product [CH3:1][CH:2]([C:13]1[O:14][CH:15]=[CH:16][CH:17]=1)[CH2:3][CH2:4][CH2:5][CH2:6][CH2:7][CH2:8][CH2:9][CH2:10][CH2:11][CH3:12], predict the reactants needed to synthesize it. The reactants are: [CH3:1]/[C:2](/[C:13]1[O:14][CH:15]=[CH:16][CH:17]=1)=[CH:3]\[CH2:4][CH2:5][CH2:6][CH2:7][CH2:8][CH2:9][CH2:10][CH2:11][CH3:12].C/C(/C1OC=CC=1)=C/CCCCCCCCC.C=C(C1OC=CC=1)CCCCCCCCCC. (9) Given the product [CH:30]1([N:14]2[CH2:13][CH2:12][C:11]3[C:16](=[CH:17][CH:18]=[C:9]([NH:8][C:5]4[N:4]=[C:3]([NH:19][C@@H:20]5[CH2:25][CH2:24][CH2:23][N:22]([C:26](=[O:29])[CH:27]=[CH2:28])[CH2:21]5)[C:2]([F:1])=[CH:7][N:6]=4)[CH:10]=3)[CH2:15]2)[CH2:33][CH2:32][CH2:31]1, predict the reactants needed to synthesize it. The reactants are: [F:1][C:2]1[C:3]([NH:19][C@@H:20]2[CH2:25][CH2:24][CH2:23][N:22]([C:26](=[O:29])[CH:27]=[CH2:28])[CH2:21]2)=[N:4][C:5]([NH:8][C:9]2[CH:10]=[C:11]3[C:16](=[CH:17][CH:18]=2)[CH2:15][NH:14][CH2:13][CH2:12]3)=[N:6][CH:7]=1.[C:30]1(=O)[CH2:33][CH2:32][CH2:31]1.C(N(CC)CC)C.C(O[BH-](OC(=O)C)OC(=O)C)(=O)C.[Na+]. (10) Given the product [CH2:1]([O:8][C:9]1[CH:14]=[C:13](/[CH:32]=[CH:31]/[CH2:30][C:33]2[CH:38]=[CH:37][CH:36]=[CH:35][CH:34]=2)[CH:12]=[CH:11][C:10]=1[N:16]1[S:20](=[O:22])(=[O:21])[N:19]([CH2:23][CH2:24][Si:25]([CH3:28])([CH3:27])[CH3:26])[C:18](=[O:29])[CH2:17]1)[C:2]1[CH:7]=[CH:6][CH:5]=[CH:4][CH:3]=1, predict the reactants needed to synthesize it. The reactants are: [CH2:1]([O:8][C:9]1[CH:14]=[C:13](I)[CH:12]=[CH:11][C:10]=1[N:16]1[S:20](=[O:22])(=[O:21])[N:19]([CH2:23][CH2:24][Si:25]([CH3:28])([CH3:27])[CH3:26])[C:18](=[O:29])[CH2:17]1)[C:2]1[CH:7]=[CH:6][CH:5]=[CH:4][CH:3]=1.[CH2:30]([C:33]1[CH:38]=[CH:37][CH:36]=[CH:35][CH:34]=1)[CH:31]=[CH2:32].C(N(CC)CC)C.